Dataset: Reaction yield outcomes from USPTO patents with 853,638 reactions. Task: Predict the reaction yield, written as a fraction of the theoretical maximum amount of product (1.0 means a 100% yield; for example, 0.34 means a 34% yield). (1) The reactants are Br[C:2]1[C:3]([C:7]2[CH:8]=[N:9][CH:10]=[CH:11][CH:12]=2)=[N:4][O:5][CH:6]=1.[CH2:13]([SH:17])[CH2:14][CH2:15][CH3:16].C(N(CC)CC)C.CC1(C)C2C(=C(P(C3C=CC=CC=3)C3C=CC=CC=3)C=CC=2)OC2C(P(C3C=CC=CC=3)C3C=CC=CC=3)=CC=CC1=2. The catalyst is C(OCC)(=O)C.C1C=CC(/C=C/C(/C=C/C2C=CC=CC=2)=O)=CC=1.C1C=CC(/C=C/C(/C=C/C2C=CC=CC=2)=O)=CC=1.C1C=CC(/C=C/C(/C=C/C2C=CC=CC=2)=O)=CC=1.[Pd].[Pd].O1CCOCC1. The product is [CH2:13]([S:17][C:2]1[C:3]([C:7]2[CH:8]=[N:9][CH:10]=[CH:11][CH:12]=2)=[N:4][O:5][CH:6]=1)[CH2:14][CH2:15][CH3:16]. The yield is 0.250. (2) The reactants are [CH:1]1([N:6]2[C:10]3[N:11]=[C:12]([NH:15][C:16]4[CH:21]=[CH:20][C:19]([N:22]5[CH2:27][CH2:26][NH:25][CH2:24][CH2:23]5)=[CH:18][N:17]=4)[N:13]=[CH:14][C:9]=3[C:8]3[CH:28]=[CH:29][N:30]=[CH:31][C:7]2=3)[CH2:5][CH2:4][CH2:3][CH2:2]1.O.C(O[C:36]1(O[Si](C)(C)C)[CH2:38][CH2:37]1)C.C([BH3-])#N.[Na+]. The catalyst is C1COCC1.C(O)(=O)C. The product is [CH:1]1([N:6]2[C:10]3[N:11]=[C:12]([NH:15][C:16]4[CH:21]=[CH:20][C:19]([N:22]5[CH2:27][CH2:26][N:25]([CH:36]6[CH2:38][CH2:37]6)[CH2:24][CH2:23]5)=[CH:18][N:17]=4)[N:13]=[CH:14][C:9]=3[C:8]3[CH:28]=[CH:29][N:30]=[CH:31][C:7]2=3)[CH2:2][CH2:3][CH2:4][CH2:5]1. The yield is 0.260. (3) The reactants are C[O:2][C:3]([C:5]1[CH:10]=[CH:9][CH:8]=[C:7]([S:11][CH:12]([CH3:14])[CH3:13])[N:6]=1)=O.[Li+].[BH4-].O. The catalyst is C1COCC1. The product is [CH:12]([S:11][C:7]1[N:6]=[C:5]([CH2:3][OH:2])[CH:10]=[CH:9][CH:8]=1)([CH3:14])[CH3:13]. The yield is 0.700. (4) The reactants are [OH:1][CH2:2][C:3]1([C:6]2[CH:11]=[CH:10][C:9]([C:12]3[CH:13]=[C:14]4[C:18](=[CH:19][C:20]=3[CH3:21])[NH:17][CH:16]=[C:15]4[CH:22]=[O:23])=[CH:8][CH:7]=2)[CH2:5][CH2:4]1.Cl([O-])=[O:25].[Na+].P([O-])(O)(O)=O.[Na+].S([O-])([O-])=O.[Na+].[Na+]. The catalyst is C(#N)C.C(O)(C)(C)C.CC(=CC)C.O. The product is [OH:1][CH2:2][C:3]1([C:6]2[CH:7]=[CH:8][C:9]([C:12]3[CH:13]=[C:14]4[C:18](=[CH:19][C:20]=3[CH3:21])[NH:17][CH:16]=[C:15]4[C:22]([OH:25])=[O:23])=[CH:10][CH:11]=2)[CH2:4][CH2:5]1. The yield is 0.180. (5) The reactants are [C:1]1([C:7]2[N:11]([CH3:12])[N:10]=[CH:9][CH:8]=2)[CH2:6][CH2:5][CH2:4][CH2:3][CH:2]=1.CS(N)(=O)=[O:15].C(O)(C)(C)C.[OH2:23]. No catalyst specified. The product is [CH3:12][N:11]1[C:7]([C@@:1]2([OH:15])[CH2:6][CH2:5][CH2:4][CH2:3][C@@H:2]2[OH:23])=[CH:8][CH:9]=[N:10]1. The yield is 0.990. (6) The reactants are [CH3:1][O:2][C:3](=[O:20])[C:4]1[CH:9]=[C:8]([NH2:10])[C:7]([NH2:11])=[C:6]([Cl:12])[C:5]=1[NH:13][C:14]1[CH:19]=[CH:18][CH:17]=[CH:16][CH:15]=1.[C:21](O)(=O)C.C(N)=N. The catalyst is CCO.CCOC(C)=O. The product is [CH3:1][O:2][C:3]([C:4]1[C:5]([NH:13][C:14]2[CH:15]=[CH:16][CH:17]=[CH:18][CH:19]=2)=[C:6]([Cl:12])[C:7]2[N:11]=[CH:21][NH:10][C:8]=2[CH:9]=1)=[O:20]. The yield is 0.990. (7) The reactants are [CH2:1]([O:8][N:9]1[C:18]2[C:13](=[CH:14][CH:15]=[CH:16][CH:17]=2)[C:12]([OH:19])=[C:11]([C:20]([NH:22][CH2:23][C:24]([O:26]CC)=[O:25])=[O:21])[C:10]1=[O:29])[C:2]1[CH:7]=[CH:6][CH:5]=[CH:4][CH:3]=1.[OH-].[Na+].Cl. The catalyst is C1COCC1.O. The product is [CH2:1]([O:8][N:9]1[C:18]2[C:13](=[CH:14][CH:15]=[CH:16][CH:17]=2)[C:12]([OH:19])=[C:11]([C:20]([NH:22][CH2:23][C:24]([OH:26])=[O:25])=[O:21])[C:10]1=[O:29])[C:2]1[CH:7]=[CH:6][CH:5]=[CH:4][CH:3]=1. The yield is 0.800.